Task: Regression. Given a target protein amino acid sequence and a drug SMILES string, predict the binding affinity score between them. We predict pKd (pKd = -log10(Kd in M); higher means stronger binding). Dataset: bindingdb_kd.. Dataset: Drug-target binding data from BindingDB using Kd measurements (1) The small molecule is N#Cc1cc2c(cc1[N+](=O)[O-])=NC(=O)C(=O)N=2. The target protein (P22756) has sequence MERSTVLIQPGLWTRDTSWTLLYFLCYILPQTSPQVLRIGGIFETVENEPVNVEELAFKFAVTSINRNRTLMPNTTLTYDIQRINLFDSFEASRRACDQLALGVAALFGPSHSSSVSAVQSICNALEVPHIQTRWKHPSVDSRDLFYINLYPDYAAISRAVLDLVLYYNWKTVTVVYEDSTGLIRLQELIKAPSRYNIKIKIRQLPPANKDAKPLLKEMKKSKEFYVIFDCSHETAAEILKQILFMGMMTEYYHYFFTTLDLFALDLELYRYSGVNMTGFRKLNIDNPHVSSIIEKWSMERLQAPPRPETGLLDGMMTTEAALMYDAVYMVAIASHRASQLTVSSLQCHRHKPCALGPRFMNLIKEARWDGLTGRITFNKTDGLRKDFDLDIISLKEEGTEKASGEVSKHLYKVWKKIGIWNSNSGLNMTDGNRDRSNNITDSLANRTLIVTTILEEPYVMYRKSDKPLYGNDRFEAYCLDLLKELSNILGFLYDVKLVP.... The pKd is 5.8. (2) The compound is Oc1ccc(-c2nc(-c3ccncc3)c(-c3ccc(F)cc3)[nH]2)cc1. The target protein (Q9Y5S2) has sequence MSAKVRLKKLEQLLLDGPWRNESALSVETLLDVLVCLYTECSHSALRRDKYVAEFLEWAKPFTQLVKEMQLHREDFEIIKVIGRGAFGEVAVVKMKNTERIYAMKILNKWEMLKRAETACFREERDVLVNGDCQWITALHYAFQDENHLYLVMDYYVGGDLLTLLSKFEDKLPEDMARFYIGEMVLAIDSIHQLHYVHRDIKPDNVLLDVNGHIRLADFGSCLKMNDDGTVQSSVAVGTPDYISPEILQAMEDGMGKYGPECDWWSLGVCMYEMLYGETPFYAESLVETYGKIMNHEERFQFPSHVTDVSEEAKDLIQRLICSRERRLGQNGIEDFKKHAFFEGLNWENIRNLEAPYIPDVSSPSDTSNFDVDDDVLRNTEILPPGSHTGFSGLHLPFIGFTFTTESCFSDRGSLKSIMQSNTLTKDEDVQRDLEHSLQMEAYERRIRRLEQEKLELSRKLQESTQTVQSLHGSSRALSNSNRDKEIKKLNEEIERLKNK.... The pKd is 5.4.